From a dataset of Forward reaction prediction with 1.9M reactions from USPTO patents (1976-2016). Predict the product of the given reaction. (1) The product is: [CH3:15][O:16][C:17]1[CH:22]=[CH:21][C:20]([C:9]2[CH:10]=[CH:11][C:6]([CH3:14])=[CH:7][CH:8]=2)=[CH:19][CH:18]=1. Given the reactants C1COCC1.[C:6]1([CH3:14])[CH:11]=[CH:10][C:9]([Mg]Br)=[CH:8][CH:7]=1.[CH3:15][O:16][C:17]1[CH:22]=[CH:21][C:20](Cl)=[CH:19][CH:18]=1.C1(C)C=CC=CC=1, predict the reaction product. (2) Given the reactants C[O:2][C:3](=[O:39])[C:4]1[CH:9]=[CH:8][C:7]([S:10](=[O:38])(=[O:37])[NH:11][C:12]2[C:13]([CH3:36])=[N:14][C:15]([O:18][CH2:19][C:20]3[C:21]([C:28]4[C:33]([Cl:34])=[CH:32][CH:31]=[CH:30][C:29]=4[Cl:35])=[N:22][O:23][C:24]=3[CH:25]([CH3:27])[CH3:26])=[CH:16][CH:17]=2)=[CH:6][CH:5]=1.[OH-].[Na+].O, predict the reaction product. The product is: [Cl:35][C:29]1[CH:30]=[CH:31][CH:32]=[C:33]([Cl:34])[C:28]=1[C:21]1[C:20]([CH2:19][O:18][C:15]2[N:14]=[C:13]([CH3:36])[C:12]([NH:11][S:10]([C:7]3[CH:6]=[CH:5][C:4]([C:3]([OH:39])=[O:2])=[CH:9][CH:8]=3)(=[O:37])=[O:38])=[CH:17][CH:16]=2)=[C:24]([CH:25]([CH3:27])[CH3:26])[O:23][N:22]=1. (3) Given the reactants Cl[CH2:2][C:3]([NH:5][C:6]1[CH:19]=[CH:18][C:9]2[O:10][C:11]3[CH2:17][CH2:16][CH2:15][CH2:14][CH2:13][C:12]=3[C:8]=2[CH:7]=1)=[O:4].[O:20]1[C:24]2([CH2:29][CH2:28][NH:27][CH2:26][CH2:25]2)[O:23][CH2:22][CH2:21]1.C(=O)([O-])[O-].[Cs+].[Cs+].FC(F)(F)C(O)=O, predict the reaction product. The product is: [O:20]1[C:24]2([CH2:29][CH2:28][N:27]([CH2:2][C:3]([NH:5][C:6]3[CH:19]=[CH:18][C:9]4[O:10][C:11]5[CH2:17][CH2:16][CH2:15][CH2:14][CH2:13][C:12]=5[C:8]=4[CH:7]=3)=[O:4])[CH2:26][CH2:25]2)[O:23][CH2:22][CH2:21]1.